From a dataset of Catalyst prediction with 721,799 reactions and 888 catalyst types from USPTO. Predict which catalyst facilitates the given reaction. (1) Reactant: C[O:2][C:3]1[C:4]([CH3:36])=[C:5]([C:27]([O:34]C)=[C:28]([O:32][CH3:33])[C:29]=1[O:30][CH3:31])[CH2:6][C:7]1[C:8]([C:21]2[CH:26]=[CH:25][N:24]=[CH:23][CH:22]=2)=[C:9]([CH:18]=[CH:19][CH:20]=1)[C:10]([N:12]1[CH2:17][CH2:16][CH2:15][CH2:14][CH2:13]1)=[O:11].O=[N+]([O-])[O-].[O-][N+](=O)[O-].[O-][N+](=O)[O-].[O-][N+](=O)[O-].[O-][N+](=O)[O-].[O-][N+](=O)[O-].[Ce+4].[NH4+].[NH4+].C(=O)([O-])O.[Na+]. Product: [CH3:31][O:30][C:29]1[C:3](=[O:2])[C:4]([CH3:36])=[C:5]([CH2:6][C:7]2[C:8]([C:21]3[CH:22]=[CH:23][N:24]=[CH:25][CH:26]=3)=[C:9]([CH:18]=[CH:19][CH:20]=2)[C:10]([N:12]2[CH2:17][CH2:16][CH2:15][CH2:14][CH2:13]2)=[O:11])[C:27](=[O:34])[C:28]=1[O:32][CH3:33]. The catalyst class is: 47. (2) Reactant: [CH3:1][S:2]([O:5][CH2:6][C:7]#[CH:8])(=[O:4])=[O:3].[CH2:9]([N:11]([CH2:14][CH3:15])[CH2:12][CH3:13])[CH3:10]. Product: [CH3:1][S:2]([O-:5])(=[O:4])=[O:3].[CH2:6]([N+:11]([CH2:14][CH3:15])([CH2:12][CH3:13])[CH2:9][CH3:10])[C:7]#[CH:8]. The catalyst class is: 1.